This data is from Full USPTO retrosynthesis dataset with 1.9M reactions from patents (1976-2016). The task is: Predict the reactants needed to synthesize the given product. Given the product [CH2:1]([O:3][C:4]([C:6]1[C:7](=[O:18])[N:8]([CH2:26][C:23]2([C:22]([F:39])([F:38])[F:21])[CH2:25][CH2:24]2)[N:9]=[C:10]([C:13]2[S:14][CH:15]=[CH:16][CH:17]=2)[C:11]=1[OH:12])=[O:5])[CH3:2], predict the reactants needed to synthesize it. The reactants are: [CH2:1]([O:3][C:4]([C:6]1[C:7](=[O:18])[NH:8][N:9]=[C:10]([C:13]2[S:14][CH:15]=[CH:16][CH:17]=2)[C:11]=1[OH:12])=[O:5])[CH3:2].[H-].[Na+].[F:21][C:22]([F:39])([F:38])[C:23]1([CH2:26]OS(C2C=CC(C)=CC=2)(=O)=O)[CH2:25][CH2:24]1.